This data is from Reaction yield outcomes from USPTO patents with 853,638 reactions. The task is: Predict the reaction yield, written as a fraction of the theoretical maximum amount of product (1.0 means a 100% yield; for example, 0.34 means a 34% yield). (1) The reactants are S(=O)(=O)(O)O.[CH:6]1[C:19]2[C:18](=[O:20])[C:17]3[C:12](=[CH:13][CH:14]=[CH:15][CH:16]=3)[C:11](=[O:21])[C:10]=2[CH:9]=[CH:8][CH:7]=1.[N-:22]=[N+]=[N-].[Na+]. The catalyst is ClCCl. The product is [CH:6]1[C:19]2[C:18](=[O:20])[C:17]3[CH:16]=[CH:15][CH:14]=[CH:13][C:12]=3[C:11](=[O:21])[NH:22][C:10]=2[CH:9]=[CH:8][CH:7]=1. The yield is 1.00. (2) The reactants are [Br:1]Br.[OH:3][C:4]1[C:14]2[CH2:13][CH2:12][N:11]([C:15](=[O:20])[C:16]([F:19])([F:18])[F:17])[CH2:10][CH2:9][C:8]=2[CH:7]=[CH:6][CH:5]=1. The catalyst is C(#N)C. The product is [Br:1][C:7]1[C:8]2[CH2:9][CH2:10][N:11]([C:15](=[O:20])[C:16]([F:19])([F:17])[F:18])[CH2:12][CH2:13][C:14]=2[C:4]([OH:3])=[CH:5][CH:6]=1. The yield is 0.810. (3) The reactants are [OH:1][CH2:2][C:3]([CH3:15])([CH3:14])[C:4]([O:6][CH2:7][C:8]1[CH:13]=[CH:12][CH:11]=[CH:10][CH:9]=1)=[O:5].[H-].[Na+].[N+:18]([C:21]1[CH:28]=[CH:27][CH:26]=[C:25]([N+]([O-])=O)[C:22]=1[C:23]#[N:24])([O-:20])=[O:19]. The catalyst is C1COCC1. The product is [C:23]([C:22]1[C:21]([N+:18]([O-:20])=[O:19])=[CH:28][CH:27]=[CH:26][C:25]=1[O:1][CH2:2][C:3]([CH3:15])([CH3:14])[C:4]([O:6][CH2:7][C:8]1[CH:13]=[CH:12][CH:11]=[CH:10][CH:9]=1)=[O:5])#[N:24]. The yield is 0.870. (4) The reactants are [CH3:1][C:2]1[O:6][N:5]=[C:4]([C:7]2[CH:12]=[CH:11][CH:10]=[CH:9][CH:8]=2)[C:3]=1[CH2:13][O:14][C:15]1[CH:23]=[CH:22][C:18]([C:19]([OH:21])=O)=[CH:17][N:16]=1.Cl.[CH2:25]1[C:34]2[C:29](=[CH:30][CH:31]=[CH:32][CH:33]=2)[CH:28]([NH2:35])[CH2:27][O:26]1. No catalyst specified. The yield is 0.960. The product is [CH2:25]1[C:34]2[C:29](=[CH:30][CH:31]=[CH:32][CH:33]=2)[CH:28]([NH:35][C:19](=[O:21])[C:18]2[CH:22]=[CH:23][C:15]([O:14][CH2:13][C:3]3[C:4]([C:7]4[CH:8]=[CH:9][CH:10]=[CH:11][CH:12]=4)=[N:5][O:6][C:2]=3[CH3:1])=[N:16][CH:17]=2)[CH2:27][O:26]1. (5) The yield is 1.00. The reactants are [C:1]([O:5][C:6]([NH:8][C@@H:9]([CH2:25][C:26]1[CH:31]=[CH:30][C:29]([O:32]CC2C=CC=CC=2)=[C:28]([O:40]CC2C=CC=CC=2)[CH:27]=1)[C:10]([O:12][C@H:13]([CH3:24])[CH2:14][O:15][C:16]([C:18]1[CH:23]=[CH:22][CH:21]=[CH:20][CH:19]=1)=[O:17])=[O:11])=[O:7])([CH3:4])([CH3:3])[CH3:2]. The product is [OH:40][C:28]1[CH:27]=[C:26]([CH2:25][C@H:9]([NH:8][C:6]([O:5][C:1]([CH3:2])([CH3:4])[CH3:3])=[O:7])[C:10]([O:12][C@H:13]([CH3:24])[CH2:14][O:15][C:16]([C:18]2[CH:23]=[CH:22][CH:21]=[CH:20][CH:19]=2)=[O:17])=[O:11])[CH:31]=[CH:30][C:29]=1[OH:32]. The catalyst is [Pd].CO. (6) The reactants are [Cl:1][C:2]1[CH:11]=[CH:10][C:9]2[NH:8][C:7](=O)[C:6]3[N:13]=[C:14]([CH3:16])[O:15][C:5]=3[C:4]=2[CH:3]=1.O=P(Cl)(Cl)[Cl:19]. The yield is 0.680. The product is [Cl:19][C:7]1[C:6]2[N:13]=[C:14]([CH3:16])[O:15][C:5]=2[C:4]2[CH:3]=[C:2]([Cl:1])[CH:11]=[CH:10][C:9]=2[N:8]=1. No catalyst specified.